This data is from Reaction yield outcomes from USPTO patents with 853,638 reactions. The task is: Predict the reaction yield, written as a fraction of the theoretical maximum amount of product (1.0 means a 100% yield; for example, 0.34 means a 34% yield). (1) The reactants are [CH2:1]([O:3][C:4]1[CH:13]=[CH:12][C:7]2[N:8]=[C:9]([NH2:11])[S:10][C:6]=2[CH:5]=1)[CH3:2].[F:14][C:15]1[CH:16]=[C:17]([CH:21]=[C:22]([C:24]([F:27])([F:26])[F:25])[CH:23]=1)[C:18](Cl)=[O:19].Br[CH:29]([CH2:34][CH3:35])[C:30]([O:32]C)=[O:31].COC1C=CC2N=C(N)SC=2C=1.ClC1C=C(C=CC=1)C(Cl)=O.BrCC(OCC)=O. No catalyst specified. The product is [CH2:1]([O:3][C:4]1[CH:13]=[CH:12][C:7]2[N:8]([CH:29]([CH2:34][CH3:35])[C:30]([OH:32])=[O:31])[C:9](=[N:11][C:18](=[O:19])[C:17]3[CH:21]=[C:22]([C:24]([F:27])([F:26])[F:25])[CH:23]=[C:15]([F:14])[CH:16]=3)[S:10][C:6]=2[CH:5]=1)[CH3:2]. The yield is 0.240. (2) The reactants are [Cl:1][C:2]1[CH:18]=[CH:17][C:5]2[CH2:6][CH2:7][N:8](C(=O)C(F)(F)F)[CH2:9][CH2:10][C:4]=2[C:3]=1[C:19]1[NH:20][N:21]=[N:22][C:23]=1[C:24]1[CH:29]=[CH:28][CH:27]=[CH:26][CH:25]=1. The catalyst is N.CO. The product is [ClH:1].[Cl:1][C:2]1[CH:18]=[CH:17][C:5]2[CH2:6][CH2:7][NH:8][CH2:9][CH2:10][C:4]=2[C:3]=1[C:19]1[NH:20][N:21]=[N:22][C:23]=1[C:24]1[CH:25]=[CH:26][CH:27]=[CH:28][CH:29]=1. The yield is 0.970. (3) The reactants are [CH3:1][C:2]1[C:11]2[C:6](=[CH:7][CH:8]=[CH:9][CH:10]=2)[C:5]([C:12]#[N:13])=[CH:4][CH:3]=1.C1C(=O)N([Br:21])C(=O)C1.CC(N=NC(C#N)(C)C)(C#N)C. The catalyst is C(Cl)(Cl)(Cl)Cl.O. The product is [Br:21][CH2:1][C:2]1[C:11]2[C:6](=[CH:7][CH:8]=[CH:9][CH:10]=2)[C:5]([C:12]#[N:13])=[CH:4][CH:3]=1. The yield is 0.520. (4) The reactants are Br[C:2]1[CH:17]=[C:16]([S:18]([N:21]2[CH2:25][CH2:24][CH2:23][CH2:22]2)(=[O:20])=[O:19])[CH:15]=[CH:14][C:3]=1[O:4][C@H:5]1[CH2:10][CH2:9][C@H:8]([N:11]([CH3:13])[CH3:12])[CH2:7][CH2:6]1.C[C:27]12CC3(C)P(C4C=CC=CC=4)[C:33](C)([CH2:35][C:29]([CH3:45])(O3)O1)[O:34]2. The catalyst is C1C=CC(/C=C/C(/C=C/C2C=CC=CC=2)=O)=CC=1.C1C=CC(/C=C/C(/C=C/C2C=CC=CC=2)=O)=CC=1.C1C=CC(/C=C/C(/C=C/C2C=CC=CC=2)=O)=CC=1.[Pd].[Pd].O1CCOCC1. The product is [CH3:27][O:34][C:33]1[N:11]=[CH:8][CH:7]=[C:29]2[C:45]([C:2]3[CH:17]=[C:16]([S:18]([N:21]4[CH2:25][CH2:24][CH2:23][CH2:22]4)(=[O:20])=[O:19])[CH:15]=[CH:14][C:3]=3[O:4][C@H:5]3[CH2:10][CH2:9][C@H:8]([N:11]([CH3:13])[CH3:12])[CH2:7][CH2:6]3)=[CH:22][N:21]([CH3:25])[C:35]=12. The yield is 0.590. (5) The reactants are [Cl:1][C:2]1[C:3]([O:12][C:13]2[CH:18]=[C:17]([O:19][CH2:20][CH2:21][O:22][CH3:23])[CH:16]=[CH:15][C:14]=2/[CH:24]=[CH:25]/[C:26](OCC)=[O:27])=[N:4][CH:5]=[C:6]([C:8]([F:11])([F:10])[F:9])[CH:7]=1.[H-].C([Al+]CC(C)C)C(C)C.[Cl-].[NH4+]. The catalyst is O1CCCC1.C1(C)C=CC=CC=1. The product is [Cl:1][C:2]1[C:3]([O:12][C:13]2[CH:18]=[C:17]([O:19][CH2:20][CH2:21][O:22][CH3:23])[CH:16]=[CH:15][C:14]=2/[CH:24]=[CH:25]/[CH2:26][OH:27])=[N:4][CH:5]=[C:6]([C:8]([F:10])([F:9])[F:11])[CH:7]=1. The yield is 0.970. (6) The reactants are Br[C:2]1[N:7]=[C:6]2[S:8][C:9]([NH:11][C:12](=[O:23])[C:13]3[CH:18]=[CH:17][C:16]([C:19]([OH:22])([CH3:21])[CH3:20])=[CH:15][CH:14]=3)=[N:10][C:5]2=[CH:4][CH:3]=1.[Cl:24][C:25]1[CH:30]=[C:29](B2OC(C)(C)C(C)(C)O2)[CH:28]=[CH:27][N:26]=1. No catalyst specified. The product is [Cl:24][C:25]1[CH:30]=[C:29]([C:2]2[N:7]=[C:6]3[S:8][C:9]([NH:11][C:12](=[O:23])[C:13]4[CH:18]=[CH:17][C:16]([C:19]([OH:22])([CH3:21])[CH3:20])=[CH:15][CH:14]=4)=[N:10][C:5]3=[CH:4][CH:3]=2)[CH:28]=[CH:27][N:26]=1. The yield is 0.430. (7) The reactants are C(OC([N:8]1[CH2:13][CH2:12][N:11]([CH2:14][C:15]2[CH:20]=[CH:19][CH:18]=[C:17]([O:21][C:22]3[CH:27]=[CH:26][C:25]([Cl:28])=[CH:24][CH:23]=3)[CH:16]=2)[CH2:10][CH2:9]1)=O)(C)(C)C.O.Cl.C1COCC1. The catalyst is O1CCOCC1. The product is [ClH:28].[Cl:28][C:25]1[CH:26]=[CH:27][C:22]([O:21][C:17]2[CH:16]=[C:15]([CH:20]=[CH:19][CH:18]=2)[CH2:14][N:11]2[CH2:12][CH2:13][NH:8][CH2:9][CH2:10]2)=[CH:23][CH:24]=1. The yield is 0.950.